Dataset: Reaction yield outcomes from USPTO patents with 853,638 reactions. Task: Predict the reaction yield, written as a fraction of the theoretical maximum amount of product (1.0 means a 100% yield; for example, 0.34 means a 34% yield). The reactants are [CH3:1][O:2][C:3]1[CH:8]=[C:7]([C:9]([F:12])([F:11])[F:10])[C:6]([C:13]2[CH:18]=[CH:17][CH:16]=[C:15]([NH:19][C:20]([C:22]3[NH:23][C:24]4[C:29]([CH:30]=3)=[CH:28][CH:27]=[C:26]([NH:31][S:32]([CH3:35])(=[O:34])=[O:33])[CH:25]=4)=[O:21])[CH:14]=2)=[CH:5][C:4]=1[C:36]([OH:38])=O.[NH4+].[Cl-].C(Cl)CCl.C1C=CC2N(O)N=[N:51]C=2C=1.CCN(C(C)C)C(C)C. The catalyst is CN(C=O)C. The product is [C:36]([C:4]1[C:3]([O:2][CH3:1])=[CH:8][C:7]([C:9]([F:11])([F:10])[F:12])=[C:6]([C:13]2[CH:18]=[CH:17][CH:16]=[C:15]([NH:19][C:20]([C:22]3[NH:23][C:24]4[C:29]([CH:30]=3)=[CH:28][CH:27]=[C:26]([NH:31][S:32]([CH3:35])(=[O:33])=[O:34])[CH:25]=4)=[O:21])[CH:14]=2)[CH:5]=1)(=[O:38])[NH2:51]. The yield is 0.100.